From a dataset of Forward reaction prediction with 1.9M reactions from USPTO patents (1976-2016). Predict the product of the given reaction. (1) The product is: [CH2:25]([O:1][C:2]1[CH:11]=[C:10]2[C:5]([CH2:6][CH2:7][N:8]([C:12]([O:14][C:15]([CH3:18])([CH3:17])[CH3:16])=[O:13])[CH2:9]2)=[CH:4][CH:3]=1)[CH2:26][CH3:27]. Given the reactants [OH:1][C:2]1[CH:11]=[C:10]2[C:5]([CH2:6][CH2:7][N:8]([C:12]([O:14][C:15]([CH3:18])([CH3:17])[CH3:16])=[O:13])[CH2:9]2)=[CH:4][CH:3]=1.C(=O)([O-])[O-].[K+].[K+].[CH2:25](I)[CH2:26][CH3:27], predict the reaction product. (2) Given the reactants Cl.[NH2:2][C:3]1([C:9]([O:11][CH2:12][CH3:13])=[O:10])[CH2:8][CH2:7][CH2:6][CH2:5][CH2:4]1.C(N(CC)CC)C.Br[CH2:22][CH2:23][O:24][CH2:25][CH2:26]Br, predict the reaction product. The product is: [O:24]1[CH2:25][CH2:26][N:2]([C:3]2([C:9]([O:11][CH2:12][CH3:13])=[O:10])[CH2:8][CH2:7][CH2:6][CH2:5][CH2:4]2)[CH2:22][CH2:23]1. (3) Given the reactants Cl.[NH2:2][C:3]1[C:12]2[C:7](=[CH:8][CH:9]=[CH:10][CH:11]=2)[C:6]([OH:13])=[CH:5][CH:4]=1.[C:14]([O:18][C:19](O[C:19]([O:18][C:14]([CH3:17])([CH3:16])[CH3:15])=[O:20])=[O:20])([CH3:17])([CH3:16])[CH3:15], predict the reaction product. The product is: [C:14]([O:18][C:19](=[O:20])[NH:2][C:3]1[C:12]2[C:7](=[CH:8][CH:9]=[CH:10][CH:11]=2)[C:6]([OH:13])=[CH:5][CH:4]=1)([CH3:17])([CH3:16])[CH3:15]. (4) Given the reactants [CH3:1][C:2]1[CH:10]=[CH:9][C:5]([C:6](O)=O)=[CH:4][C:3]=1[N+:11]([O-:13])=[O:12].CN(C)C=[O:17].S(Cl)(Cl)=O.[CH2:23]([NH:26][CH2:27][CH2:28][CH3:29])[CH2:24][CH3:25], predict the reaction product. The product is: [CH2:23]([N:26]([CH2:27][CH2:28][CH3:29])[C:1](=[O:17])[C:2]1[CH:10]=[CH:9][C:5]([CH3:6])=[CH:4][C:3]=1[N+:11]([O-:13])=[O:12])[CH2:24][CH3:25].